From a dataset of Reaction yield outcomes from USPTO patents with 853,638 reactions. Predict the reaction yield, written as a fraction of the theoretical maximum amount of product (1.0 means a 100% yield; for example, 0.34 means a 34% yield). (1) The reactants are C1C=C(Cl)C=C(C(OO)=[O:9])C=1.[Br:12][C:13]1[CH:18]=[CH:17][C:16]([C:19]([N:22]2[CH2:27][CH2:26][C:25]([CH2:34][C:35]([CH3:37])=[CH2:36])([C:28]3[CH:33]=[CH:32][CH:31]=[CH:30][CH:29]=3)[O:24][C:23]2=[O:38])([CH3:21])[CH3:20])=[CH:15][CH:14]=1. The catalyst is C(Cl)Cl. The product is [Br:12][C:13]1[CH:18]=[CH:17][C:16]([C:19]([N:22]2[CH2:27][CH2:26][C:25]([CH2:34][C:35]3([CH3:37])[CH2:36][O:9]3)([C:28]3[CH:29]=[CH:30][CH:31]=[CH:32][CH:33]=3)[O:24][C:23]2=[O:38])([CH3:21])[CH3:20])=[CH:15][CH:14]=1. The yield is 0.900. (2) The reactants are [OH-:1].[Na+].[N:3]1[CH:8]=[CH:7][CH:6]=[C:5]([C:9]2[CH:10]=[C:11]3[C:15](=[CH:16][CH:17]=2)[N:14]([CH:18]2[CH2:23][CH2:22][CH2:21][CH2:20][O:19]2)[N:13]=[C:12]3[CH:24]=[O:25])[CH:4]=1. The product is [N:3]1[CH:8]=[CH:7][CH:6]=[C:5]([C:9]2[CH:10]=[C:11]3[C:15](=[CH:16][CH:17]=2)[N:14]([CH:18]2[CH2:23][CH2:22][CH2:21][CH2:20][O:19]2)[N:13]=[C:12]3[C:24]([OH:1])=[O:25])[CH:4]=1. The catalyst is O.O1CCOCC1.[N+]([O-])([O-])=O.[Ag+]. The yield is 0.700. (3) The reactants are [C:1]([OH:14])(=O)[CH2:2][O:3][CH2:4][CH2:5][O:6][CH2:7][CH2:8][CH2:9][CH2:10][CH2:11][CH3:12].C(Cl)CCl.[NH2:19][C@@H:20]([CH2:29][N:30]1[CH2:35][CH2:34][O:33][CH2:32][CH2:31]1)[C@H:21]([C:23]1[CH:28]=[CH:27][CH:26]=[CH:25][CH:24]=1)[OH:22]. The catalyst is C(Cl)Cl. The product is [C:1]([NH:19][C@@H:20]([CH2:29][N:30]1[CH2:31][CH2:32][O:33][CH2:34][CH2:35]1)[C@H:21]([C:23]1[CH:24]=[CH:25][CH:26]=[CH:27][CH:28]=1)[OH:22])(=[O:14])[CH2:2][O:3][CH2:4][CH2:5][O:6][CH2:7][CH2:8][CH2:9][CH2:10][CH2:11][CH3:12]. The yield is 0.474. (4) The reactants are [N:1]([CH2:4][CH2:5][O:6][N:7]1[C:15](=[O:16])[C:14]2[C:9](=[CH:10][CH:11]=[CH:12][CH:13]=2)[C:8]1=[O:17])=[N+:2]=[N-:3].[C:18]([NH:25][CH2:26][C:27]#[CH:28])([O:20][C:21]([CH3:24])([CH3:23])[CH3:22])=[O:19].O=C1O[C@H]([C@H](CO)O)C([O-])=C1O.[Na+].C(Cl)Cl. The product is [O:16]=[C:15]1[C:14]2[C:9](=[CH:10][CH:11]=[CH:12][CH:13]=2)[C:8](=[O:17])[N:7]1[O:6][CH2:5][CH2:4][N:1]1[CH:28]=[C:27]([CH2:26][NH:25][C:18](=[O:19])[O:20][C:21]([CH3:23])([CH3:22])[CH3:24])[N:3]=[N:2]1. The catalyst is CC(O)(C)C.O.S([O-])([O-])(=O)=O.[Cu+2]. The yield is 0.870. (5) The reactants are [S:1]([C:5]1[CH:39]=[CH:38][C:8]([CH2:9][CH2:10][NH:11][CH2:12][C:13]2[N:14]([CH2:18][C:19]([N:21]([CH2:30][C:31]([O:33][C:34]([CH3:37])([CH3:36])[CH3:35])=[O:32])[CH2:22][C:23]([O:25][C:26]([CH3:29])([CH3:28])[CH3:27])=[O:24])=[O:20])[CH:15]=[CH:16][N:17]=2)=[CH:7][CH:6]=1)(=[O:4])(=[O:3])[NH2:2].CC(O)=O.[CH:44]([C:46]1[N:47]([CH2:51][C:52]([NH:54][C:55]2[CH:60]=[CH:59][CH:58]=[C:57]([I:61])[CH:56]=2)=[O:53])[CH:48]=[CH:49][N:50]=1)=O.[BH-](OC(C)=O)(OC(C)=O)OC(C)=O.[Na+]. The catalyst is ClCCCl.O. The product is [I:61][C:57]1[CH:56]=[C:55]([NH:54][C:52](=[O:53])[CH2:51][N:47]2[CH:48]=[CH:49][N:50]=[C:46]2[CH2:44][N:11]([CH2:12][C:13]2[N:14]([CH2:18][C:19]([N:21]([CH2:30][C:31]([O:33][C:34]([CH3:37])([CH3:36])[CH3:35])=[O:32])[CH2:22][C:23]([O:25][C:26]([CH3:27])([CH3:28])[CH3:29])=[O:24])=[O:20])[CH:15]=[CH:16][N:17]=2)[CH2:10][CH2:9][C:8]2[CH:38]=[CH:39][C:5]([S:1](=[O:3])(=[O:4])[NH2:2])=[CH:6][CH:7]=2)[CH:60]=[CH:59][CH:58]=1. The yield is 0.560.